Task: Predict the reaction yield, written as a fraction of the theoretical maximum amount of product (1.0 means a 100% yield; for example, 0.34 means a 34% yield).. Dataset: Reaction yield outcomes from USPTO patents with 853,638 reactions (1) The reactants are [NH2:1][C:2]1[NH:6][N:5]=[C:4]([CH3:7])[C:3]=1[C:8]#[N:9].CN(C)[CH:12]=[CH:13][C:14]([C:16]1[CH:17]=[CH:18][C:19]([Cl:28])=[C:20]([N:22]([CH3:27])[S:23]([CH3:26])(=[O:25])=[O:24])[CH:21]=1)=O.C(OCC)(=O)C. The catalyst is C(O)(=O)C. The product is [Cl:28][C:19]1[CH:18]=[CH:17][C:16]([C:14]2[N:6]3[N:5]=[C:4]([CH3:7])[C:3]([C:8]#[N:9])=[C:2]3[N:1]=[CH:12][CH:13]=2)=[CH:21][C:20]=1[N:22]([CH3:27])[S:23]([CH3:26])(=[O:25])=[O:24]. The yield is 0.605. (2) The reactants are [NH2:1][C:2]1[C:3]([C:9]([OH:11])=O)=[N:4][C:5]([Br:8])=[CH:6][N:7]=1.CN(C(ON1N=NC2C=CC=NC1=2)=[N+](C)C)C.F[P-](F)(F)(F)(F)F.CCN(C(C)C)C(C)C.[C:45]([O:49][C:50]([N:52]1[CH2:57][CH2:56][CH2:55][C@H:54]([NH2:58])[CH2:53]1)=[O:51])([CH3:48])([CH3:47])[CH3:46]. The catalyst is O. The yield is 0.750. The product is [NH2:1][C:2]1[C:3]([C:9]([NH:58][C@H:54]2[CH2:55][CH2:56][CH2:57][N:52]([C:50]([O:49][C:45]([CH3:48])([CH3:47])[CH3:46])=[O:51])[CH2:53]2)=[O:11])=[N:4][C:5]([Br:8])=[CH:6][N:7]=1. (3) The reactants are [CH3:1][O-:2].[Na+].[CH2:4]([O:6][CH:7]([O:10][CH2:11][CH3:12])[C:8]#[N:9])[CH3:5].C[O-]. The catalyst is CO. The product is [CH2:4]([O:6][CH:7]([O:10][CH2:11][CH3:12])[C:8](=[NH:9])[O:2][CH3:1])[CH3:5]. The yield is 0.290. (4) The reactants are [C:1]1(=O)[CH2:6][CH2:5][CH2:4][CH2:3][CH2:2]1.[Br:8][C:9]1[CH:14]=[CH:13][C:12]([C:15]([C:17]2[CH:22]=[CH:21][C:20]([OH:23])=[CH:19][C:18]=2[CH3:24])=O)=[CH:11][CH:10]=1.C([O-])([O-])=O.[K+].[K+]. The catalyst is C1COCC1.[Zn].Cl[Ti](Cl)(Cl)Cl. The product is [Br:8][C:9]1[CH:14]=[CH:13][C:12]([C:15](=[C:1]2[CH2:6][CH2:5][CH2:4][CH2:3][CH2:2]2)[C:17]2[CH:22]=[CH:21][C:20]([OH:23])=[CH:19][C:18]=2[CH3:24])=[CH:11][CH:10]=1. The yield is 0.810. (5) The reactants are [C:1]([C:3]1[CH:4]=[CH:5][C:6]2[O:11][CH2:10][C:9](=[O:12])[N:8]([CH2:13][CH2:14][C@H:15]3[CH2:20][CH2:19][C@H:18]([NH:21]C(=O)OC(C)(C)C)[CH2:17][CH2:16]3)[C:7]=2[CH:29]=1)#[N:2].NC1CCN(CCN2C3C(=CC=C(C#N)C=3)C=CC2=O)CC1. No catalyst specified. The product is [NH2:21][C@H:18]1[CH2:19][CH2:20][C@H:15]([CH2:14][CH2:13][N:8]2[C:7]3[CH:29]=[C:3]([C:1]#[N:2])[CH:4]=[CH:5][C:6]=3[O:11][CH2:10][C:9]2=[O:12])[CH2:16][CH2:17]1. The yield is 1.00.